From a dataset of Forward reaction prediction with 1.9M reactions from USPTO patents (1976-2016). Predict the product of the given reaction. (1) Given the reactants CCN(C(C)C)C(C)C.[CH2:10]([N:12]1[CH:17]=[C:16]([C:18]2[CH:23]=[CH:22][CH:21]=[CH:20][CH:19]=2)[C:15](=[O:24])[C:14]([C:25]([OH:27])=O)=[CH:13]1)[CH3:11].CCOC(C(C#N)=NOC(N1CCOCC1)=[N+](C)C)=O.F[P-](F)(F)(F)(F)F.[NH2:55][C:56]1[CH:61]=[CH:60][C:59]([C:62]2[C:63]([NH2:84])=[N:64][CH:65]=[C:66]([C:68]3[CH:73]=[CH:72][C:71]([O:74][CH2:75][C@H:76]4[CH2:81][O:80][CH2:79][CH2:78][O:77]4)=[C:70]([O:82][CH3:83])[CH:69]=3)[CH:67]=2)=[CH:58][CH:57]=1, predict the reaction product. The product is: [NH2:84][C:63]1[C:62]([C:59]2[CH:58]=[CH:57][C:56]([NH:55][C:25]([C:14]3[C:15](=[O:24])[C:16]([C:18]4[CH:19]=[CH:20][CH:21]=[CH:22][CH:23]=4)=[CH:17][N:12]([CH2:10][CH3:11])[CH:13]=3)=[O:27])=[CH:61][CH:60]=2)=[CH:67][C:66]([C:68]2[CH:73]=[CH:72][C:71]([O:74][CH2:75][C@H:76]3[CH2:81][O:80][CH2:79][CH2:78][O:77]3)=[C:70]([O:82][CH3:83])[CH:69]=2)=[CH:65][N:64]=1. (2) Given the reactants [F:1][C:2]1[CH:3]=[C:4]([CH2:9][C:10]#[N:11])[CH:5]=[C:6]([F:8])[CH:7]=1.C([Li])C[CH2:14][CH3:15].[Cl:17][C:18]1[CH:23]=[CH:22][C:21]([CH:24]([N:29]2[CH2:32][C:31](=C(C3C=C(F)C=C(F)C=3)C(C)(O)C)[CH2:30]2)[CH2:25][CH2:26][CH2:27][CH3:28])=[CH:20][CH:19]=1.C(N(CC)C(C)C)(C)C.CS([Cl:59])(=O)=O, predict the reaction product. The product is: [Cl:59][C:28]1[CH:27]=[CH:26][C:25]([CH:24]([C:21]2[CH:20]=[CH:19][C:18]([Cl:17])=[CH:23][CH:22]=2)[N:29]2[CH2:30][C:31](=[C:9]([C:4]3[CH:3]=[C:2]([F:1])[CH:7]=[C:6]([F:8])[CH:5]=3)[C:10]#[N:11])[CH2:32]2)=[CH:15][CH:14]=1. (3) Given the reactants C(=O)([O-])[O-].[K+].[K+].[NH:7]1[CH:11]=[CH:10][N:9]=[CH:8]1.CN(C=O)C.F[C:18]1[CH:25]=[CH:24][C:21]([CH:22]=[O:23])=[CH:20][C:19]=1[O:26][CH3:27], predict the reaction product. The product is: [N:7]1([C:18]2[CH:25]=[CH:24][C:21]([CH:22]=[O:23])=[CH:20][C:19]=2[O:26][CH3:27])[CH:11]=[CH:10][N:9]=[CH:8]1.